From a dataset of Full USPTO retrosynthesis dataset with 1.9M reactions from patents (1976-2016). Predict the reactants needed to synthesize the given product. (1) Given the product [ClH:21].[CH3:19][O:18][C:16](=[O:17])[CH2:15][CH2:14][NH:13][C:12]([CH:10]1[CH2:9][NH:8][CH2:11]1)=[O:20], predict the reactants needed to synthesize it. The reactants are: C(OC([N:8]1[CH2:11][CH:10]([C:12](=[O:20])[NH:13][CH2:14][CH2:15][C:16]([O:18][CH3:19])=[O:17])[CH2:9]1)=O)(C)(C)C.[ClH:21]. (2) Given the product [F:1][C:2]1[C:11]2[CH:10]=[N:9][CH:8]=[CH:7][C:6]=2[C:5]([NH2:12])=[CH:4][CH:3]=1, predict the reactants needed to synthesize it. The reactants are: [F:1][C:2]1[CH:3]=[CH:4][C:5]([N+:12]([O-])=O)=[C:6]2[C:11]=1[CH:10]=[N:9][CH:8]=[CH:7]2.[H][H]. (3) Given the product [CH3:1][Si:2]([C:5]#[C:6][C:12]1([OH:16])[CH2:15][CH2:14][CH2:13]1)([CH3:4])[CH3:3], predict the reactants needed to synthesize it. The reactants are: [CH3:1][Si:2]([C:5]#[CH:6])([CH3:4])[CH3:3].[Li]CCCC.[C:12]1(=[O:16])[CH2:15][CH2:14][CH2:13]1.